From a dataset of Full USPTO retrosynthesis dataset with 1.9M reactions from patents (1976-2016). Predict the reactants needed to synthesize the given product. (1) Given the product [F:1][C:2]1[C:3]([C:4](=[O:5])[NH:6][C:7]2[CH:12]=[CH:11][CH:10]=[CH:9][CH:8]=2)=[C:13]([CH2:17][C:21](=[O:33])[C@@H:22]([NH:25][C:26](=[O:32])[O:27][C:28]([CH3:30])([CH3:29])[CH3:31])[CH2:23][CH3:24])[CH:14]=[CH:15][CH:16]=1, predict the reactants needed to synthesize it. The reactants are: [F:1][C:2]1[CH:16]=[CH:15][CH:14]=[C:13]([CH3:17])[C:3]=1[C:4]([NH:6][C:7]1[CH:12]=[CH:11][CH:10]=[CH:9][CH:8]=1)=[O:5].CON(C)[C:21](=[O:33])[C@@H:22]([NH:25][C:26](=[O:32])[O:27][C:28]([CH3:31])([CH3:30])[CH3:29])[CH2:23][CH3:24]. (2) Given the product [C:18]([O:9][C:8]([C:6]1[CH:5]=[C:4]([Cl:11])[N:3]=[C:2]([Cl:1])[CH:7]=1)=[O:10])([CH3:21])([CH3:20])[CH3:19], predict the reactants needed to synthesize it. The reactants are: [Cl:1][C:2]1[CH:7]=[C:6]([C:8]([OH:10])=[O:9])[CH:5]=[C:4]([Cl:11])[N:3]=1.C(NC(=NC(C)C)O[C:18]([CH3:21])([CH3:20])[CH3:19])(C)C. (3) Given the product [F:65][C:2]1([F:1])[CH2:3][CH2:4][CH:5]([C:8]2[C:17]3[C@@H:16]([OH:18])[CH2:15][C:14]([CH3:28])([CH3:29])[CH2:13][C:12]=3[N:11]=[C:10]([CH:30]3[CH2:35][CH2:34][N:33]([C:36]4[N:41]=[CH:40][C:39]([O:42][CH2:43][C:44]([CH2:49][OH:48])([CH3:52])[CH2:45][OH:46])=[CH:38][N:37]=4)[CH2:32][CH2:31]3)[C:9]=2[C@@H:53]([F:64])[C:54]2[CH:59]=[CH:58][C:57]([C:60]([F:61])([F:63])[F:62])=[CH:56][CH:55]=2)[CH2:6][CH2:7]1, predict the reactants needed to synthesize it. The reactants are: [F:1][C:2]1([F:65])[CH2:7][CH2:6][CH:5]([C:8]2[C:17]3[C@@H:16]([O:18]CC4C=CC(OC)=CC=4)[CH2:15][C:14]([CH3:29])([CH3:28])[CH2:13][C:12]=3[N:11]=[C:10]([CH:30]3[CH2:35][CH2:34][N:33]([C:36]4[N:41]=[CH:40][C:39]([O:42][CH2:43][C:44]5([CH3:52])[CH2:49][O:48]C(C)(C)[O:46][CH2:45]5)=[CH:38][N:37]=4)[CH2:32][CH2:31]3)[C:9]=2[C@@H:53]([F:64])[C:54]2[CH:59]=[CH:58][C:57]([C:60]([F:63])([F:62])[F:61])=[CH:56][CH:55]=2)[CH2:4][CH2:3]1.Cl.C(=O)([O-])O.[Na+]. (4) Given the product [CH:1]1([C:4]2[N:13]=[C:12]([N:14]3[CH2:19][CH2:18][N:17]([C:20]4[CH:25]=[CH:24][C:23]([C:53]([NH2:55])=[O:54])=[CH:22][C:21]=4[O:27][CH3:28])[CH2:16][CH2:15]3)[C:11]3[C:6](=[CH:7][C:8]([O:31][CH3:32])=[C:9]([O:29][CH3:30])[CH:10]=3)[N:5]=2)[CH2:3][CH2:2]1, predict the reactants needed to synthesize it. The reactants are: [CH:1]1([C:4]2[N:13]=[C:12]([N:14]3[CH2:19][CH2:18][N:17]([C:20]4[CH:25]=[CH:24][C:23](F)=[CH:22][C:21]=4[O:27][CH3:28])[CH2:16][CH2:15]3)[C:11]3[C:6](=[CH:7][C:8]([O:31][CH3:32])=[C:9]([O:29][CH3:30])[CH:10]=3)[N:5]=2)[CH2:3][CH2:2]1.FC1C=CC(N2CCNCC2)=C(OC)C=1.COC1C=C(C=CC=1N1CCNCC1)[C:53]([NH2:55])=[O:54]. (5) Given the product [F:1][C:2]1[CH:3]=[C:4]([CH:26]=[CH:27][C:28]=1[C:29](=[O:32])[NH:30][CH3:31])[CH2:5][C:6]1[C:7]([CH3:25])=[C:8]([CH3:24])[C:9]([CH:33]=[CH2:34])=[C:10]([CH:15]=1)[C:11]([O:13][CH3:14])=[O:12], predict the reactants needed to synthesize it. The reactants are: [F:1][C:2]1[CH:3]=[C:4]([CH:26]=[CH:27][C:28]=1[C:29](=[O:32])[NH:30][CH3:31])[CH2:5][C:6]1[C:7]([CH3:25])=[C:8]([CH3:24])[C:9](OS(C(F)(F)F)(=O)=O)=[C:10]([CH:15]=1)[C:11]([O:13][CH3:14])=[O:12].[CH2:33](C([Sn])=C(CCCC)CCCC)[CH2:34]CC.[Cl-].[Li+].[F-].[K+]. (6) Given the product [Cl:5][CH2:21][CH:20]=[CH:19][C:16]1[CH:15]=[CH:14][C:13]([C:10]2[CH:11]=[CH:12][C:7]([F:6])=[CH:8][CH:9]=2)=[N:18][CH:17]=1, predict the reactants needed to synthesize it. The reactants are: CS([Cl:5])(=O)=O.[F:6][C:7]1[CH:12]=[CH:11][C:10]([C:13]2[N:18]=[CH:17][C:16]([CH:19]=[CH:20][CH2:21]O)=[CH:15][CH:14]=2)=[CH:9][CH:8]=1.C(N(CC)CC)C. (7) Given the product [O:1]=[S:2]1(=[O:29])[CH2:7][CH2:6][CH:5]([C:8]2[C:16]3[C:11](=[C:12]([C:26]([NH2:28])=[O:27])[CH:13]=[C:14]([C:31]4[S:32][CH:33]=[CH:34][N:35]=4)[CH:15]=3)[NH:10][CH:9]=2)[CH2:4][CH2:3]1, predict the reactants needed to synthesize it. The reactants are: [O:1]=[S:2]1(=[O:29])[CH2:7][CH2:6][CH:5]([C:8]2[C:16]3[C:11](=[C:12]([C:26]([NH2:28])=[O:27])[CH:13]=[C:14](B4OC(C)(C)C(C)(C)O4)[CH:15]=3)[NH:10][CH:9]=2)[CH2:4][CH2:3]1.Br[C:31]1[S:32][CH:33]=[CH:34][N:35]=1.C(=O)([O-])[O-].[K+].[K+].